Predict the product of the given reaction. From a dataset of Forward reaction prediction with 1.9M reactions from USPTO patents (1976-2016). Given the reactants [H-].[Na+].[OH:3][C:4]1[CH:9]=[CH:8][C:7]([C@H:10]2[C@H:15]([O:16][Si:17]([CH:24]([CH3:26])[CH3:25])([CH:21]([CH3:23])[CH3:22])[CH:18]([CH3:20])[CH3:19])[CH2:14][N:13]([C:27]([O:29][CH2:30][C:31]3[CH:36]=[CH:35][CH:34]=[CH:33][CH:32]=3)=[O:28])[CH2:12][C@@H:11]2[O:37][CH2:38][C:39]2[CH:40]=[CH:41][C:42]3[O:47][CH2:46][CH2:45][N:44]([CH2:48][CH2:49][CH2:50][O:51][CH3:52])[C:43]=3[CH:53]=2)=[CH:6][CH:5]=1.[CH2:54](I)[CH3:55].C(=O)(O)[O-].[Na+], predict the reaction product. The product is: [CH2:54]([O:3][C:4]1[CH:5]=[CH:6][C:7]([C@H:10]2[C@H:15]([O:16][Si:17]([CH:18]([CH3:20])[CH3:19])([CH:24]([CH3:26])[CH3:25])[CH:21]([CH3:23])[CH3:22])[CH2:14][N:13]([C:27]([O:29][CH2:30][C:31]3[CH:36]=[CH:35][CH:34]=[CH:33][CH:32]=3)=[O:28])[CH2:12][C@@H:11]2[O:37][CH2:38][C:39]2[CH:40]=[CH:41][C:42]3[O:47][CH2:46][CH2:45][N:44]([CH2:48][CH2:49][CH2:50][O:51][CH3:52])[C:43]=3[CH:53]=2)=[CH:8][CH:9]=1)[CH3:55].